This data is from NCI-60 drug combinations with 297,098 pairs across 59 cell lines. The task is: Regression. Given two drug SMILES strings and cell line genomic features, predict the synergy score measuring deviation from expected non-interaction effect. (1) Drug 1: C1=NC(=NC(=O)N1C2C(C(C(O2)CO)O)O)N. Drug 2: CN(CC1=CN=C2C(=N1)C(=NC(=N2)N)N)C3=CC=C(C=C3)C(=O)NC(CCC(=O)O)C(=O)O. Cell line: A549. Synergy scores: CSS=24.2, Synergy_ZIP=1.14, Synergy_Bliss=0.178, Synergy_Loewe=-58.1, Synergy_HSA=-1.89. (2) Drug 1: CCCCCOC(=O)NC1=NC(=O)N(C=C1F)C2C(C(C(O2)C)O)O. Drug 2: C1CN(CCN1C(=O)CCBr)C(=O)CCBr. Cell line: SK-MEL-2. Synergy scores: CSS=16.4, Synergy_ZIP=4.89, Synergy_Bliss=4.66, Synergy_Loewe=-7.63, Synergy_HSA=-0.963. (3) Drug 1: C1=CC(=CC=C1CC(C(=O)O)N)N(CCCl)CCCl.Cl. Drug 2: CC1C(C(CC(O1)OC2CC(CC3=C2C(=C4C(=C3O)C(=O)C5=CC=CC=C5C4=O)O)(C(=O)C)O)N)O. Cell line: MCF7. Synergy scores: CSS=39.6, Synergy_ZIP=-2.45, Synergy_Bliss=-0.907, Synergy_Loewe=-4.57, Synergy_HSA=2.81. (4) Drug 1: CC1OCC2C(O1)C(C(C(O2)OC3C4COC(=O)C4C(C5=CC6=C(C=C35)OCO6)C7=CC(=C(C(=C7)OC)O)OC)O)O. Drug 2: CC1CCCC2(C(O2)CC(NC(=O)CC(C(C(=O)C(C1O)C)(C)C)O)C(=CC3=CSC(=N3)C)C)C. Cell line: SF-268. Synergy scores: CSS=20.2, Synergy_ZIP=-8.67, Synergy_Bliss=-5.97, Synergy_Loewe=-7.39, Synergy_HSA=-7.24. (5) Drug 1: COC1=C2C(=CC3=C1OC=C3)C=CC(=O)O2. Drug 2: CC1C(C(CC(O1)OC2CC(CC3=C2C(=C4C(=C3O)C(=O)C5=CC=CC=C5C4=O)O)(C(=O)C)O)N)O. Cell line: SK-MEL-28. Synergy scores: CSS=45.3, Synergy_ZIP=-5.17, Synergy_Bliss=-6.99, Synergy_Loewe=-5.50, Synergy_HSA=-4.10. (6) Drug 1: CC1OCC2C(O1)C(C(C(O2)OC3C4COC(=O)C4C(C5=CC6=C(C=C35)OCO6)C7=CC(=C(C(=C7)OC)O)OC)O)O. Drug 2: CN1C(=O)N2C=NC(=C2N=N1)C(=O)N. Cell line: HCT116. Synergy scores: CSS=45.7, Synergy_ZIP=4.14, Synergy_Bliss=2.34, Synergy_Loewe=-66.3, Synergy_HSA=0.597. (7) Drug 1: COC1=C(C=C2C(=C1)N=CN=C2NC3=CC(=C(C=C3)F)Cl)OCCCN4CCOCC4. Drug 2: CC1CCCC2(C(O2)CC(NC(=O)CC(C(C(=O)C(C1O)C)(C)C)O)C(=CC3=CSC(=N3)C)C)C. Cell line: A549. Synergy scores: CSS=25.0, Synergy_ZIP=-2.61, Synergy_Bliss=1.19, Synergy_Loewe=2.50, Synergy_HSA=2.61.